From a dataset of Forward reaction prediction with 1.9M reactions from USPTO patents (1976-2016). Predict the product of the given reaction. (1) Given the reactants Br[C:2]1[CH:3]=[C:4]2[C:9](=[CH:10][CH:11]=1)[CH:8]=[C:7]([OH:12])[CH:6]=[CH:5]2.[CH2:13]([Li])CCC.C[O:19][B:20](OC)[O:21]C.[Cl-].[NH4+], predict the reaction product. The product is: [CH3:13][O:12][C:7]1[CH:8]=[C:9]2[C:4](=[CH:5][CH:6]=1)[CH:3]=[C:2]([B:20]([OH:21])[OH:19])[CH:11]=[CH:10]2. (2) Given the reactants [Cl:1][C:2]1[CH:3]=[C:4]([N:10]2[C:14]([CH3:15])=[C:13]([CH2:16][C:17]3[CH:25]=[CH:24][C:20]([C:21]([OH:23])=O)=[CH:19][CH:18]=3)[C:12]([C:26]([O:28][CH2:29][CH3:30])=[O:27])=[N:11]2)[CH:5]=[CH:6][C:7]=1[C:8]#[N:9].[NH2:31][CH2:32][C:33]([CH3:36])([OH:35])[CH3:34], predict the reaction product. The product is: [Cl:1][C:2]1[CH:3]=[C:4]([N:10]2[C:14]([CH3:15])=[C:13]([CH2:16][C:17]3[CH:18]=[CH:19][C:20]([C:21](=[O:23])[NH:31][CH2:32][C:33]([OH:35])([CH3:36])[CH3:34])=[CH:24][CH:25]=3)[C:12]([C:26]([O:28][CH2:29][CH3:30])=[O:27])=[N:11]2)[CH:5]=[CH:6][C:7]=1[C:8]#[N:9]. (3) Given the reactants [NH2:1][C:2]1[N:10]=[CH:9][CH:8]=[CH:7][C:3]=1[C:4]([OH:6])=O.ON1C2C=CC=CC=2N=N1.CN(C)CCCN=C=NCC.[NH2:32][CH2:33][C:34]1[CH:39]=[CH:38][C:37]([OH:40])=[CH:36][CH:35]=1.[OH-].[Na+:42], predict the reaction product. The product is: [NH2:1][C:2]1[C:3]([C:4]([NH:32][CH2:33][C:34]2[CH:39]=[CH:38][C:37]([O-:40])=[CH:36][CH:35]=2)=[O:6])=[CH:7][CH:8]=[CH:9][N:10]=1.[Na+:42].